Dataset: Forward reaction prediction with 1.9M reactions from USPTO patents (1976-2016). Task: Predict the product of the given reaction. (1) Given the reactants [OH:1][C:2]1[C:3](=[O:16])[CH:4]=[C:5]([CH2:8][O:9][CH:10]2[CH2:15][CH2:14][CH2:13][CH2:12][O:11]2)[O:6][CH:7]=1.[C:17]([O-])([O-])=O.[Cs+].[Cs+].BrC[CH2:25][CH2:26][CH2:27][CH2:28][CH2:29][Br:30], predict the reaction product. The product is: [Br:30][CH:29]([CH3:17])[CH2:28][CH2:27][CH2:26][CH2:25][O:1][C:2]1[C:3](=[O:16])[CH:4]=[C:5]([CH2:8][O:9][CH:10]2[CH2:15][CH2:14][CH2:13][CH2:12][O:11]2)[O:6][CH:7]=1. (2) Given the reactants [F:1][C:2]1[C:8]([O:9]C)=[CH:7][CH:6]=[CH:5][C:3]=1[NH2:4].B(Br)(Br)Br, predict the reaction product. The product is: [NH2:4][C:3]1[C:2]([F:1])=[C:8]([OH:9])[CH:7]=[CH:6][CH:5]=1. (3) Given the reactants [NH2:1][CH:2]([CH2:6][C:7]1[CH:12]=[CH:11][C:10]([N:13]([CH2:17][CH2:18][Cl:19])[CH2:14][CH2:15][Cl:16])=[CH:9][CH:8]=1)[C:3]([OH:5])=[O:4].C(=O)([O-])O.[Na+].[C:25](OC(=O)C)(=[O:27])[CH3:26].Cl, predict the reaction product. The product is: [C:25]([NH:1][CH:2]([CH2:6][C:7]1[CH:12]=[CH:11][C:10]([N:13]([CH2:14][CH2:15][Cl:16])[CH2:17][CH2:18][Cl:19])=[CH:9][CH:8]=1)[C:3]([OH:5])=[O:4])(=[O:27])[CH3:26].